This data is from Peptide-MHC class I binding affinity with 185,985 pairs from IEDB/IMGT. The task is: Regression. Given a peptide amino acid sequence and an MHC pseudo amino acid sequence, predict their binding affinity value. This is MHC class I binding data. (1) The peptide sequence is FTFSSYGMH. The MHC is HLA-A01:01 with pseudo-sequence HLA-A01:01. The binding affinity (normalized) is 0.114. (2) The peptide sequence is LEGAGELIRI. The MHC is H-2-Kk with pseudo-sequence H-2-Kk. The binding affinity (normalized) is 0.370. (3) The peptide sequence is PDLKTVHNI. The MHC is HLA-B45:01 with pseudo-sequence HLA-B45:01. The binding affinity (normalized) is 0.0111. (4) The MHC is HLA-A69:01 with pseudo-sequence HLA-A69:01. The peptide sequence is YRKPSGGVF. The binding affinity (normalized) is 0.0847. (5) The binding affinity (normalized) is 0.191. The MHC is HLA-A31:01 with pseudo-sequence HLA-A31:01. The peptide sequence is SSFDYCSTNH.